From a dataset of Catalyst prediction with 721,799 reactions and 888 catalyst types from USPTO. Predict which catalyst facilitates the given reaction. (1) Reactant: C(N(CC)CC)C.[C:8]1([CH:14]([C:21]2[CH:26]=[CH:25][CH:24]=[CH:23][CH:22]=2)[N:15]2[CH2:18][C@@H:17]([OH:19])[C@@H:16]2[CH3:20])[CH:13]=[CH:12][CH:11]=[CH:10][CH:9]=1.[S:27](Cl)([CH3:30])(=[O:29])=[O:28]. Product: [C:21]1([CH:14]([C:8]2[CH:9]=[CH:10][CH:11]=[CH:12][CH:13]=2)[N:15]2[CH2:18][C@@H:17]([O:19][S:27]([CH3:30])(=[O:29])=[O:28])[C@@H:16]2[CH3:20])[CH:22]=[CH:23][CH:24]=[CH:25][CH:26]=1. The catalyst class is: 4. (2) Reactant: O[CH:2]=[C:3]1[C:11]2[C:6](=[CH:7][C:8]([C:12]([C:14]3[CH:15]=[C:16]([NH:20][C:21]([C:23]4[N:24]([CH3:32])[N:25]=[C:26]([C:28]([CH3:31])([CH3:30])[CH3:29])[CH:27]=4)=[O:22])[CH:17]=[CH:18][CH:19]=3)=[O:13])=[CH:9][CH:10]=2)[NH:5][C:4]1=[O:33].C1COCC1.[CH3:39][N:40]1[CH2:45][CH2:44][N:43]([C:46]2[CH:51]=[CH:50][C:49]([NH2:52])=[CH:48][CH:47]=2)[CH2:42][CH2:41]1. Product: [CH3:39][N:40]1[CH2:41][CH2:42][N:43]([C:46]2[CH:51]=[CH:50][C:49]([NH:52][CH:2]=[C:3]3[C:11]4[C:6](=[CH:7][C:8]([C:12]([C:14]5[CH:15]=[C:16]([NH:20][C:21]([C:23]6[N:24]([CH3:32])[N:25]=[C:26]([C:28]([CH3:30])([CH3:29])[CH3:31])[CH:27]=6)=[O:22])[CH:17]=[CH:18][CH:19]=5)=[O:13])=[CH:9][CH:10]=4)[NH:5][C:4]3=[O:33])=[CH:48][CH:47]=2)[CH2:44][CH2:45]1. The catalyst class is: 521. (3) The catalyst class is: 643. Reactant: [Br:1][C:2]([F:26])([F:25])[C:3]([F:24])([F:23])[O:4][C:5]1[CH:10]=[CH:9][C:8]([O:11][C:12]([F:18])([F:17])[C:13]([F:16])([F:15])[Br:14])=[CH:7][C:6]=1[S:19](O)(=[O:21])=[O:20].[K].S1(CCCC1)(=O)=O.P(Cl)(Cl)([Cl:37])=O. Product: [Br:1][C:2]([F:26])([F:25])[C:3]([F:24])([F:23])[O:4][C:5]1[CH:10]=[CH:9][C:8]([O:11][C:12]([F:18])([F:17])[C:13]([F:16])([F:15])[Br:14])=[CH:7][C:6]=1[S:19]([Cl:37])(=[O:21])=[O:20]. (4) Reactant: Cl.[NH2:2][OH:3].[N+:4]([C:7]1[CH:18]=[CH:17][C:16]2[CH2:15][CH:14]3[C:19](=O)[CH:11]([CH2:12][CH2:13]3)[CH2:10][C:9]=2[CH:8]=1)([O-:6])=[O:5].C([O-])(=O)C.[Na+].C(O)C. Product: [N+:4]([C:7]1[CH:18]=[CH:17][C:16]2[CH2:15][CH:14]3[C:19](=[N:2][OH:3])[CH:11]([CH2:12][CH2:13]3)[CH2:10][C:9]=2[CH:8]=1)([O-:6])=[O:5]. The catalyst class is: 6.